Dataset: Catalyst prediction with 721,799 reactions and 888 catalyst types from USPTO. Task: Predict which catalyst facilitates the given reaction. (1) Reactant: C(=O)([O-])[O-].[K+].[K+].[OH:7][C:8]1[CH:15]=[CH:14][C:11]([CH:12]=[O:13])=[CH:10][C:9]=1[N+:16]([O-:18])=[O:17].[CH2:19]([O:21][C:22](=[O:25])[CH2:23]Cl)[CH3:20]. Product: [CH2:19]([O:21][C:22](=[O:25])[CH2:23][O:7][C:8]1[CH:15]=[CH:14][C:11]([CH:12]=[O:13])=[CH:10][C:9]=1[N+:16]([O-:18])=[O:17])[CH3:20]. The catalyst class is: 18. (2) Product: [CH:8]([C:15]1[C:16]([C:24]([O:26][CH3:27])=[O:25])=[CH:17][N:18]2[C:23]=1[CH2:22][CH2:21][CH2:20][CH2:19]2)=[O:9]. Reactant: ClC(Cl)C.CN([CH:8]=[O:9])C.P(Cl)(Cl)(Cl)=O.[CH:15]1[C:16]([C:24]([O:26][CH3:27])=[O:25])=[CH:17][N:18]2[C:23]=1[CH2:22][CH2:21][CH2:20][CH2:19]2. The catalyst class is: 10. (3) Reactant: Cl[C:2]1[C:3](=[O:10])[O:4][C:5]([CH3:9])=[C:6]([Cl:8])[N:7]=1.[F:11][C:12]1[CH:18]=[C:17]([I:19])[CH:16]=[CH:15][C:13]=1[NH2:14].CS(O)(=O)=O.CO. The catalyst class is: 11. Product: [Cl:8][C:6]1[N:7]=[C:2]([NH:14][C:13]2[CH:15]=[CH:16][C:17]([I:19])=[CH:18][C:12]=2[F:11])[C:3](=[O:10])[O:4][C:5]=1[CH3:9]. (4) Reactant: Cl.CN(C)CCCN=C=NCC.[NH2:13][C@H:14]([C:22]([OH:24])=[O:23])[CH2:15][C:16]1[CH:21]=[CH:20][CH:19]=[CH:18][CH:17]=1.[C:25]1([Se:31][CH2:32][CH2:33]O)[CH:30]=[CH:29][CH:28]=[CH:27][CH:26]=1.C1C[O:38][CH2:37][CH2:36]1. Product: [C:25]1([Se:31][CH2:32][CH2:33][O:23][C:22](=[O:24])[C@H:14]([CH2:15][C:16]2[CH:21]=[CH:20][CH:19]=[CH:18][CH:17]=2)[NH:13][C:37](=[O:38])[CH3:36])[CH:26]=[CH:27][CH:28]=[CH:29][CH:30]=1. The catalyst class is: 13. (5) Reactant: I[C:2]1[C:7](=[O:8])[N:6]2[CH:9]=[CH:10][S:11][C:5]2=[N:4][C:3]=1/[CH:12]=[CH:13]/[C:14]1[CH:19]=[CH:18][CH:17]=[C:16]([O:20][CH3:21])[C:15]=1[O:22][CH2:23][CH:24]([CH3:26])[CH3:25].B(O)(O)[C:28]1[CH:33]=[CH:32][C:31]([N:34]([CH3:36])[CH3:35])=[CH:30][CH:29]=1.C(=O)([O-])[O-].[Na+].[Na+].C(O)C. Product: [CH3:35][N:34]([CH3:36])[C:31]1[CH:32]=[CH:33][C:28]([C:2]2[C:7](=[O:8])[N:6]3[CH:9]=[CH:10][S:11][C:5]3=[N:4][C:3]=2/[CH:12]=[CH:13]/[C:14]2[CH:19]=[CH:18][CH:17]=[C:16]([O:20][CH3:21])[C:15]=2[O:22][CH2:23][CH:24]([CH3:26])[CH3:25])=[CH:29][CH:30]=1. The catalyst class is: 93. (6) Reactant: C(OC(=O)[NH:7][C:8]1[CH:13]=[C:12]([C:14]([F:17])([F:16])[F:15])[CH:11]=[C:10]([NH:18][C:19](=[O:41])[CH2:20][C:21](=[O:40])[NH:22][C@@H:23]([CH2:29][NH:30][CH2:31][C:32]2[CH:37]=[CH:36][C:35]([CH3:38])=[CH:34][C:33]=2[CH3:39])[C@@H:24]([OH:28])[CH2:25][CH2:26][CH3:27])[CH:9]=1)(C)(C)C.C(O)(C(F)(F)F)=O. Product: [NH2:7][C:8]1[CH:9]=[C:10]([NH:18][C:19](=[O:41])[CH2:20][C:21]([NH:22][C@@H:23]([CH2:29][NH:30][CH2:31][C:32]2[CH:37]=[CH:36][C:35]([CH3:38])=[CH:34][C:33]=2[CH3:39])[C@@H:24]([OH:28])[CH2:25][CH2:26][CH3:27])=[O:40])[CH:11]=[C:12]([C:14]([F:17])([F:16])[F:15])[CH:13]=1. The catalyst class is: 2.